Dataset: NCI-60 drug combinations with 297,098 pairs across 59 cell lines. Task: Regression. Given two drug SMILES strings and cell line genomic features, predict the synergy score measuring deviation from expected non-interaction effect. (1) Drug 1: C1=CC(=C2C(=C1NCCNCCO)C(=O)C3=C(C=CC(=C3C2=O)O)O)NCCNCCO. Drug 2: CCCCCOC(=O)NC1=NC(=O)N(C=C1F)C2C(C(C(O2)C)O)O. Cell line: SF-268. Synergy scores: CSS=38.5, Synergy_ZIP=3.27, Synergy_Bliss=3.23, Synergy_Loewe=-37.3, Synergy_HSA=1.59. (2) Drug 1: C1=NC2=C(N=C(N=C2N1C3C(C(C(O3)CO)O)O)F)N. Drug 2: CCC(=C(C1=CC=CC=C1)C2=CC=C(C=C2)OCCN(C)C)C3=CC=CC=C3.C(C(=O)O)C(CC(=O)O)(C(=O)O)O. Cell line: A549. Synergy scores: CSS=9.54, Synergy_ZIP=-1.79, Synergy_Bliss=5.18, Synergy_Loewe=0.425, Synergy_HSA=1.12. (3) Drug 1: COC1=CC(=CC(=C1O)OC)C2C3C(COC3=O)C(C4=CC5=C(C=C24)OCO5)OC6C(C(C7C(O6)COC(O7)C8=CC=CS8)O)O. Drug 2: CC1C(C(CC(O1)OC2CC(CC3=C2C(=C4C(=C3O)C(=O)C5=C(C4=O)C(=CC=C5)OC)O)(C(=O)C)O)N)O.Cl. Cell line: HT29. Synergy scores: CSS=39.2, Synergy_ZIP=-4.64, Synergy_Bliss=-1.09, Synergy_Loewe=-0.525, Synergy_HSA=1.93. (4) Drug 1: C1CN(CCN1C(=O)CCBr)C(=O)CCBr. Drug 2: CC(C)NC(=O)C1=CC=C(C=C1)CNNC.Cl. Cell line: OVCAR-4. Synergy scores: CSS=-1.28, Synergy_ZIP=2.10, Synergy_Bliss=6.16, Synergy_Loewe=-2.00, Synergy_HSA=-2.05. (5) Drug 1: CCCCCOC(=O)NC1=NC(=O)N(C=C1F)C2C(C(C(O2)C)O)O. Drug 2: C1=CC=C(C(=C1)C(C2=CC=C(C=C2)Cl)C(Cl)Cl)Cl. Cell line: CAKI-1. Synergy scores: CSS=5.80, Synergy_ZIP=1.42, Synergy_Bliss=5.16, Synergy_Loewe=0.604, Synergy_HSA=0.918.